Dataset: Peptide-MHC class II binding affinity with 134,281 pairs from IEDB. Task: Regression. Given a peptide amino acid sequence and an MHC pseudo amino acid sequence, predict their binding affinity value. This is MHC class II binding data. (1) The peptide sequence is VNPIASTNDDEVLIE. The MHC is HLA-DQA10102-DQB10501 with pseudo-sequence HLA-DQA10102-DQB10501. The binding affinity (normalized) is 0.322. (2) The peptide sequence is GELQIVDKIWAAFKI. The MHC is DRB1_1501 with pseudo-sequence DRB1_1501. The binding affinity (normalized) is 0.757. (3) The peptide sequence is VIPEGWKADTSYESK. The MHC is HLA-DPA10201-DPB10101 with pseudo-sequence HLA-DPA10201-DPB10101. The binding affinity (normalized) is 0.105. (4) The peptide sequence is AINIFNVEKYGAVGD. The MHC is DRB1_0901 with pseudo-sequence DRB1_0901. The binding affinity (normalized) is 0.268. (5) The MHC is HLA-DQA10102-DQB10602 with pseudo-sequence HLA-DQA10102-DQB10602. The peptide sequence is DSEEPLQGPFNFRFL. The binding affinity (normalized) is 0.106.